From a dataset of Full USPTO retrosynthesis dataset with 1.9M reactions from patents (1976-2016). Predict the reactants needed to synthesize the given product. (1) The reactants are: [CH3:1][C:2]1[S:12][C:5]2[N:6]=[C:7]([CH3:11])[CH:8]=[C:9]([NH2:10])[C:4]=2[C:3]=1[C:13]1[CH:18]=[CH:17][CH:16]=[C:15]([O:19][CH3:20])[CH:14]=1.[Li+].C[Si]([N-][Si](C)(C)C)(C)C.[Cl:31][C:32]1[CH:42]=[CH:41][CH:40]=[CH:39][C:33]=1[CH2:34][S:35](Cl)(=[O:37])=[O:36]. Given the product [Cl:31][C:32]1[CH:42]=[CH:41][CH:40]=[CH:39][C:33]=1[CH2:34][S:35]([NH:10][C:9]1[CH:8]=[C:7]([CH3:11])[N:6]=[C:5]2[S:12][C:2]([CH3:1])=[C:3]([C:13]3[CH:18]=[CH:17][CH:16]=[C:15]([O:19][CH3:20])[CH:14]=3)[C:4]=12)(=[O:37])=[O:36], predict the reactants needed to synthesize it. (2) Given the product [NH2:24][C:20]1[N:21]=[C:22]([NH2:38])[C:17]2[CH:16]=[CH:15][N:14]([C@@H:12]3[O:11][C@H:10]([CH2:25][OH:26])[C@@H:9]([OH:8])[CH2:13]3)[C:18]=2[N:19]=1, predict the reactants needed to synthesize it. The reactants are: CC1C=CC(C([O:8][C@H:9]2[CH2:13][C@H:12]([N:14]3[C:18]4[N:19]=[C:20]([NH2:24])[N:21]=[C:22](Cl)[C:17]=4[CH:16]=[CH:15]3)[O:11][C@@H:10]2[CH2:25][O:26]C(=O)C2C=CC(C)=CC=2)=O)=CC=1.[NH3:38].